Task: Predict the reaction yield, written as a fraction of the theoretical maximum amount of product (1.0 means a 100% yield; for example, 0.34 means a 34% yield).. Dataset: Reaction yield outcomes from USPTO patents with 853,638 reactions The reactants are [CH3:1][N:2]1[C:7](=[O:8])[C:6]([NH:9][C:10]2[CH:11]=[N:12][CH:13]=[CH:14][CH:15]=2)=[N:5][C:4](B(O)O)=[CH:3]1.Cl[C:20]1[C:25]([CH:26]=[O:27])=[C:24]([N:28]2[CH2:41][CH2:40][N:31]3[C:32]4[CH2:33][CH2:34][CH2:35][CH2:36][C:37]=4[C:38]([F:39])=[C:30]3[C:29]2=[O:42])[N:23]=[CH:22][CH:21]=1.C([O-])([O-])=O.[Na+].[Na+].CN(C=O)C. The catalyst is C1C=CC(P(C2C=CC=CC=2)[C-]2C=CC=C2)=CC=1.C1C=CC(P(C2C=CC=CC=2)[C-]2C=CC=C2)=CC=1.Cl[Pd]Cl.[Fe+2].O. The product is [F:39][C:38]1[C:37]2[CH2:36][CH2:35][CH2:34][CH2:33][C:32]=2[N:31]2[CH2:40][CH2:41][N:28]([C:24]3[N:23]=[CH:22][CH:21]=[C:20]([C:4]4[N:5]=[C:6]([NH:9][C:10]5[CH:11]=[N:12][CH:13]=[CH:14][CH:15]=5)[C:7](=[O:8])[N:2]([CH3:1])[CH:3]=4)[C:25]=3[CH:26]=[O:27])[C:29](=[O:42])[C:30]=12. The yield is 0.490.